From a dataset of NCI-60 drug combinations with 297,098 pairs across 59 cell lines. Regression. Given two drug SMILES strings and cell line genomic features, predict the synergy score measuring deviation from expected non-interaction effect. (1) Drug 1: CCCS(=O)(=O)NC1=C(C(=C(C=C1)F)C(=O)C2=CNC3=C2C=C(C=N3)C4=CC=C(C=C4)Cl)F. Drug 2: CN(CCCl)CCCl.Cl. Cell line: HT29. Synergy scores: CSS=55.2, Synergy_ZIP=0.502, Synergy_Bliss=1.82, Synergy_Loewe=-3.03, Synergy_HSA=1.39. (2) Drug 1: C1=CC=C(C=C1)NC(=O)CCCCCCC(=O)NO. Drug 2: CC12CCC3C(C1CCC2O)C(CC4=C3C=CC(=C4)O)CCCCCCCCCS(=O)CCCC(C(F)(F)F)(F)F. Cell line: SF-539. Synergy scores: CSS=-0.495, Synergy_ZIP=2.48, Synergy_Bliss=0.925, Synergy_Loewe=0.0814, Synergy_HSA=-4.28. (3) Drug 1: CC1CCC2CC(C(=CC=CC=CC(CC(C(=O)C(C(C(=CC(C(=O)CC(OC(=O)C3CCCCN3C(=O)C(=O)C1(O2)O)C(C)CC4CCC(C(C4)OC)OCCO)C)C)O)OC)C)C)C)OC. Drug 2: C#CCC(CC1=CN=C2C(=N1)C(=NC(=N2)N)N)C3=CC=C(C=C3)C(=O)NC(CCC(=O)O)C(=O)O. Cell line: COLO 205. Synergy scores: CSS=45.4, Synergy_ZIP=5.94, Synergy_Bliss=1.03, Synergy_Loewe=-10.6, Synergy_HSA=-1.38. (4) Drug 1: CCC1(CC2CC(C3=C(CCN(C2)C1)C4=CC=CC=C4N3)(C5=C(C=C6C(=C5)C78CCN9C7C(C=CC9)(C(C(C8N6C=O)(C(=O)OC)O)OC(=O)C)CC)OC)C(=O)OC)O.OS(=O)(=O)O. Drug 2: C1CC(=O)NC(=O)C1N2C(=O)C3=CC=CC=C3C2=O. Cell line: NCI-H522. Synergy scores: CSS=39.3, Synergy_ZIP=-3.68, Synergy_Bliss=-4.25, Synergy_Loewe=-37.4, Synergy_HSA=-5.65. (5) Drug 1: CC1=C2C(C(=O)C3(C(CC4C(C3C(C(C2(C)C)(CC1OC(=O)C(C(C5=CC=CC=C5)NC(=O)OC(C)(C)C)O)O)OC(=O)C6=CC=CC=C6)(CO4)OC(=O)C)O)C)O. Drug 2: C1CN1C2=NC(=NC(=N2)N3CC3)N4CC4. Cell line: HCC-2998. Synergy scores: CSS=22.2, Synergy_ZIP=0.116, Synergy_Bliss=-1.36, Synergy_Loewe=3.08, Synergy_HSA=2.51. (6) Cell line: UACC-257. Drug 1: CC1=C(N=C(N=C1N)C(CC(=O)N)NCC(C(=O)N)N)C(=O)NC(C(C2=CN=CN2)OC3C(C(C(C(O3)CO)O)O)OC4C(C(C(C(O4)CO)O)OC(=O)N)O)C(=O)NC(C)C(C(C)C(=O)NC(C(C)O)C(=O)NCCC5=NC(=CS5)C6=NC(=CS6)C(=O)NCCC[S+](C)C)O. Drug 2: CC12CCC3C(C1CCC2O)C(CC4=C3C=CC(=C4)O)CCCCCCCCCS(=O)CCCC(C(F)(F)F)(F)F. Synergy scores: CSS=11.7, Synergy_ZIP=-9.97, Synergy_Bliss=-13.7, Synergy_Loewe=-20.0, Synergy_HSA=-11.4.